This data is from NCI-60 drug combinations with 297,098 pairs across 59 cell lines. The task is: Regression. Given two drug SMILES strings and cell line genomic features, predict the synergy score measuring deviation from expected non-interaction effect. (1) Drug 1: COC1=CC(=CC(=C1O)OC)C2C3C(COC3=O)C(C4=CC5=C(C=C24)OCO5)OC6C(C(C7C(O6)COC(O7)C8=CC=CS8)O)O. Drug 2: CC1=C2C(C(=O)C3(C(CC4C(C3C(C(C2(C)C)(CC1OC(=O)C(C(C5=CC=CC=C5)NC(=O)C6=CC=CC=C6)O)O)OC(=O)C7=CC=CC=C7)(CO4)OC(=O)C)O)C)OC(=O)C. Cell line: BT-549. Synergy scores: CSS=52.1, Synergy_ZIP=-4.23, Synergy_Bliss=-5.23, Synergy_Loewe=-2.79, Synergy_HSA=0.540. (2) Drug 1: COC1=C(C=C2C(=C1)N=CN=C2NC3=CC(=C(C=C3)F)Cl)OCCCN4CCOCC4. Drug 2: C(=O)(N)NO. Cell line: SK-MEL-28. Synergy scores: CSS=7.68, Synergy_ZIP=0.900, Synergy_Bliss=2.67, Synergy_Loewe=-14.6, Synergy_HSA=2.11. (3) Drug 1: CC1=C(C=C(C=C1)NC(=O)C2=CC=C(C=C2)CN3CCN(CC3)C)NC4=NC=CC(=N4)C5=CN=CC=C5. Drug 2: B(C(CC(C)C)NC(=O)C(CC1=CC=CC=C1)NC(=O)C2=NC=CN=C2)(O)O. Cell line: RXF 393. Synergy scores: CSS=20.5, Synergy_ZIP=-2.79, Synergy_Bliss=-1.75, Synergy_Loewe=-0.731, Synergy_HSA=0.239. (4) Drug 1: C1CN1P(=S)(N2CC2)N3CC3. Drug 2: C1=CC=C(C=C1)NC(=O)CCCCCCC(=O)NO. Cell line: BT-549. Synergy scores: CSS=22.3, Synergy_ZIP=-5.12, Synergy_Bliss=-1.85, Synergy_Loewe=1.87, Synergy_HSA=2.43. (5) Drug 1: CN(C)C1=NC(=NC(=N1)N(C)C)N(C)C. Drug 2: CCC1=C2CN3C(=CC4=C(C3=O)COC(=O)C4(CC)O)C2=NC5=C1C=C(C=C5)O. Cell line: HCT-15. Synergy scores: CSS=38.1, Synergy_ZIP=1.26, Synergy_Bliss=2.61, Synergy_Loewe=-44.5, Synergy_HSA=0.410. (6) Drug 1: CN(CC1=CN=C2C(=N1)C(=NC(=N2)N)N)C3=CC=C(C=C3)C(=O)NC(CCC(=O)O)C(=O)O. Synergy scores: CSS=28.9, Synergy_ZIP=-4.70, Synergy_Bliss=-3.16, Synergy_Loewe=-11.0, Synergy_HSA=-0.610. Cell line: COLO 205. Drug 2: CCN(CC)CCCC(C)NC1=C2C=C(C=CC2=NC3=C1C=CC(=C3)Cl)OC.